Dataset: Forward reaction prediction with 1.9M reactions from USPTO patents (1976-2016). Task: Predict the product of the given reaction. (1) Given the reactants [C:1]([O:5][CH:6]([C:10]1[C:19]([C:20]2[CH:21]=[CH:22][C:23]3[O:28][CH2:27][CH2:26][CH2:25][C:24]=3[CH:29]=2)=[CH:18][C:13]2[O:14][CH2:15][CH2:16][O:17][C:12]=2[CH:11]=1)[C:7]([O-:9])=[O:8])([CH3:4])([CH3:3])[CH3:2].[OH-].[K+], predict the reaction product. The product is: [C:1]([O:5][CH:6]([C:10]1[C:19]([C:20]2[CH:21]=[CH:22][C:23]3[O:28][CH2:27][CH2:26][CH2:25][C:24]=3[CH:29]=2)=[CH:18][C:13]2[O:14][CH2:15][CH2:16][O:17][C:12]=2[CH:11]=1)[C:7]([OH:9])=[O:8])([CH3:4])([CH3:2])[CH3:3]. (2) Given the reactants [N:1]1[CH:6]=[CH:5][CH:4]=[CH:3][C:2]=1[C:7]1[O:11][C:10]([C:12]([O:14]C)=O)=[N:9][N:8]=1.Br[CH2:17][CH2:18][CH2:19][CH2:20][CH2:21][CH2:22][CH2:23][C:24]1[CH:29]=[CH:28][CH:27]=[CH:26][CH:25]=1, predict the reaction product. The product is: [C:24]1([CH2:23][CH2:22][CH2:21][CH2:20][CH2:19][CH2:18][CH2:17][C:12]([C:10]2[O:11][C:7]([C:2]3[CH:3]=[CH:4][CH:5]=[CH:6][N:1]=3)=[N:8][N:9]=2)=[O:14])[CH:29]=[CH:28][CH:27]=[CH:26][CH:25]=1. (3) Given the reactants [NH2:1][C:2]([C:4]1[CH:5]=[N:6][C:7]2[C:12]([C:13]=1[NH:14][C:15]1[CH:16]=[C:17]([CH:23]=[CH:24][CH:25]=1)[C:18]([O:20]CC)=[O:19])=[CH:11][CH:10]=[C:9](Br)[CH:8]=2)=[O:3].B1(B2OC(C)(C)C(C)(C)O2)OC(C)(C)C(C)(C)O1.C([O-])(=O)C.[K+].Br[C:51]1[C:52]([CH3:59])=[N:53][N:54]([CH3:58])[C:55]=1[CH2:56][OH:57].C(=O)(O)[O-].[Na+].[OH-].[Na+], predict the reaction product. The product is: [NH2:1][C:2]([C:4]1[CH:5]=[N:6][C:7]2[C:12]([C:13]=1[NH:14][C:15]1[CH:16]=[C:17]([CH:23]=[CH:24][CH:25]=1)[C:18]([OH:20])=[O:19])=[CH:11][CH:10]=[C:9]([C:51]1[C:52]([CH3:59])=[N:53][N:54]([CH3:58])[C:55]=1[CH2:56][OH:57])[CH:8]=2)=[O:3]. (4) Given the reactants [CH2:1]([O:8][C:9]1[C:10]([NH:15][C:16]2[S:17][CH:18]=[C:19]([CH2:21][CH2:22][C:23]([OH:25])=O)[N:20]=2)=[N:11][CH:12]=[CH:13][CH:14]=1)[C:2]1[CH:7]=[CH:6][CH:5]=[CH:4][CH:3]=1.[N:26]1([CH2:31][CH2:32][NH2:33])[CH2:30][CH2:29][CH2:28][CH2:27]1.O.N1(O)C2C=CC=CC=2N=N1.CN1CCOCC1.Cl.C(N=C=NCCCN(C)C)C, predict the reaction product. The product is: [CH2:1]([O:8][C:9]1[C:10]([NH:15][C:16]2[S:17][CH:18]=[C:19]([CH2:21][CH2:22][C:23]([NH:33][CH2:32][CH2:31][N:26]3[CH2:30][CH2:29][CH2:28][CH2:27]3)=[O:25])[N:20]=2)=[N:11][CH:12]=[CH:13][CH:14]=1)[C:2]1[CH:3]=[CH:4][CH:5]=[CH:6][CH:7]=1. (5) Given the reactants [CH3:1][O:2][C:3](=[O:12])[C:4]1[CH:9]=[CH:8][C:7]([Cl:10])=[C:6]([OH:11])[CH:5]=1.[Cl:13][C:14]1[CH:19]=[CH:18][C:17]([CH2:20][CH2:21]O)=[CH:16][CH:15]=1.C1(P(C2C=CC=CC=2)C2C=CC=CC=2)C=CC=CC=1.CCOC(/N=N/C(OCC)=O)=O, predict the reaction product. The product is: [CH3:1][O:2][C:3](=[O:12])[C:4]1[CH:9]=[CH:8][C:7]([Cl:10])=[C:6]([O:11][CH2:21][CH2:20][C:17]2[CH:18]=[CH:19][C:14]([Cl:13])=[CH:15][CH:16]=2)[CH:5]=1. (6) Given the reactants P(Br)(Br)[Br:2].[Br:5][C:6]1[CH:11]=[C:10]([Cl:12])[C:9]([F:13])=[CH:8][C:7]=1[CH2:14]O, predict the reaction product. The product is: [Br:5][C:6]1[CH:11]=[C:10]([Cl:12])[C:9]([F:13])=[CH:8][C:7]=1[CH2:14][Br:2]. (7) Given the reactants [C:1]([C:5]1[CH:6]=[C:7]([C:15]2[CH:16]=[C:17]([C:28](O)=[O:29])[N:18]([CH3:27])[C:19]=2[CH2:20][CH:21]2[CH2:26][CH2:25][CH2:24][CH2:23][CH2:22]2)[CH:8]=[C:9]([C:11]2([CH3:14])[CH2:13][CH2:12]2)[CH:10]=1)([CH3:4])([CH3:3])[CH3:2].Cl.[NH2:32][C@H:33]1[CH2:36][C@H:35]([C:37]([O:39][CH3:40])=[O:38])[CH2:34]1.CN(C(ON1N=NC2C=CC=NC1=2)=[N+](C)C)C.F[P-](F)(F)(F)(F)F.CCN(C(C)C)C(C)C, predict the reaction product. The product is: [C:1]([C:5]1[CH:6]=[C:7]([C:15]2[CH:16]=[C:17]([C:28]([NH:32][C@H:33]3[CH2:36][C@H:35]([C:37]([O:39][CH3:40])=[O:38])[CH2:34]3)=[O:29])[N:18]([CH3:27])[C:19]=2[CH2:20][CH:21]2[CH2:22][CH2:23][CH2:24][CH2:25][CH2:26]2)[CH:8]=[C:9]([C:11]2([CH3:14])[CH2:12][CH2:13]2)[CH:10]=1)([CH3:4])([CH3:3])[CH3:2]. (8) The product is: [Cl:1][C:2]1[CH:3]=[CH:4][C:5]2[NH:11][C:10](=[S:38])[C@@H:9]([CH2:13][C:14]([O:16][CH2:17][CH3:18])=[O:15])[S:8][C@H:7]([C:19]3[C:27]4[O:26][CH2:25][CH2:24][C:23]=4[CH:22]=[CH:21][CH:20]=3)[C:6]=2[CH:28]=1. Given the reactants [Cl:1][C:2]1[CH:3]=[CH:4][C:5]2[NH:11][C:10](=O)[C@@H:9]([CH2:13][C:14]([O:16][CH2:17][CH3:18])=[O:15])[S:8][C@H:7]([C:19]3[C:27]4[O:26][CH2:25][CH2:24][C:23]=4[CH:22]=[CH:21][CH:20]=3)[C:6]=2[CH:28]=1.COC1C=CC(P2(SP(C3C=CC(OC)=CC=3)(=S)S2)=[S:38])=CC=1, predict the reaction product.